Dataset: Full USPTO retrosynthesis dataset with 1.9M reactions from patents (1976-2016). Task: Predict the reactants needed to synthesize the given product. (1) Given the product [CH3:1][C:2]1[C:11]([CH3:12])=[CH:10][C:5]2[N:6]([CH2:21][C:22]3[C:23]4[C:30]([CH3:31])=[CH:29][CH:28]=[CH:27][C:24]=4[S:25][CH:26]=3)[C:7](=[O:9])[NH:8][C:4]=2[CH:3]=1, predict the reactants needed to synthesize it. The reactants are: [CH3:1][C:2]1[C:11]([CH3:12])=[CH:10][C:5]2[NH:6][C:7](=[O:9])[NH:8][C:4]=2[CH:3]=1.C([O-])([O-])=O.[K+].[K+].C[N+](C)(C)[CH2:21][C:22]1[C:23]2[C:30]([CH3:31])=[CH:29][CH:28]=[CH:27][C:24]=2[S:25][CH:26]=1.[I-].[H-].[Na+]. (2) Given the product [S:1](=[O:44])(=[O:45])([O:3][CH2:4][C@H:5]1[CH2:9][C@@H:8]([NH:10][C:11]2[C:16]([C:17]([C:19]3[S:20][C:21]([CH2:25][C:26]4[CH:31]=[CH:30][CH:29]=[C:28]([Cl:32])[CH:27]=4)=[CH:22][C:23]=3[CH3:24])=[O:18])=[CH:15][N:14]=[CH:13][N:12]=2)[CH2:7][C@@H:6]1[OH:33])[NH2:2], predict the reactants needed to synthesize it. The reactants are: [S:1](=[O:45])(=[O:44])([O:3][CH2:4][C@H:5]1[CH2:9][C@@H:8]([NH:10][C:11]2[C:16]([C:17]([C:19]3[S:20][C:21]([CH2:25][C:26]4[CH:31]=[CH:30][CH:29]=[C:28]([Cl:32])[CH:27]=4)=[CH:22][C:23]=3[CH3:24])=[O:18])=[CH:15][N:14]=[CH:13][N:12]=2)[CH2:7][C@@H:6]1[O:33][Si](C(C)C)(C(C)C)C(C)C)[NH2:2].C(O)(C(F)(F)F)=O.O. (3) Given the product [CH3:16][N:17]1[C:4](=[O:6])[C:3]2[C:2](=[CH:11][C:10]([C:12]([O:14][CH3:15])=[O:13])=[CH:9][CH:8]=2)[NH:20][C:18]1=[O:19], predict the reactants needed to synthesize it. The reactants are: Br[C:2]1[CH:11]=[C:10]([C:12]([O:14][CH3:15])=[O:13])[CH:9]=[CH:8][C:3]=1[C:4]([O:6]C)=O.[CH3:16][NH:17][C:18]([NH2:20])=[O:19].C(=O)([O-])[O-].[Cs+].[Cs+].C1(P(C2C=CC=CC=2)C2C3OC4C(=CC=CC=4P(C4C=CC=CC=4)C4C=CC=CC=4)C(C)(C)C=3C=CC=2)C=CC=CC=1. (4) Given the product [CH3:1][O:2][C:3]([C@H:5]1[CH2:10][CH2:9][C@H:8]([C:11]2[N:15]3[CH:16]=[CH:17][N:18]=[C:19]([NH2:20])[C:14]3=[C:13]([C:21]3[CH:26]=[CH:25][CH:24]=[C:23]([OH:27])[CH:22]=3)[N:12]=2)[CH2:7][CH2:6]1)=[O:4], predict the reactants needed to synthesize it. The reactants are: [CH3:1][O:2][C:3]([C@H:5]1[CH2:10][CH2:9][C@H:8]([C:11]2[N:15]3[CH:16]=[CH:17][N:18]=[C:19]([NH2:20])[C:14]3=[C:13]([C:21]3[CH:26]=[CH:25][CH:24]=[C:23]([O:27]CC4C=CC=CC=4)[CH:22]=3)[N:12]=2)[CH2:7][CH2:6]1)=[O:4]. (5) Given the product [OH:41][C@@H:40]([CH3:42])[C:39]([N:29]1[CH2:28][CH2:27][N:26]([CH2:25][C:23]2[S:24][C:19]3[C:18]([N:33]4[CH2:34][CH2:35][O:36][CH2:37][CH2:38]4)=[N:17][C:16]([C:13]4[CH:12]=[N:11][C:10]([NH:9][CH3:8])=[CH:15][CH:14]=4)=[N:21][C:20]=3[C:22]=2[CH3:32])[CH2:31][CH2:30]1)=[O:43], predict the reactants needed to synthesize it. The reactants are: C(O)(C(F)(F)F)=O.[CH3:8][NH:9][C:10]1[CH:15]=[CH:14][C:13]([C:16]2[N:17]=[C:18]([N:33]3[CH2:38][CH2:37][O:36][CH2:35][CH2:34]3)[C:19]3[S:24][C:23]([CH2:25][N:26]4[CH2:31][CH2:30][NH:29][CH2:28][CH2:27]4)=[C:22]([CH3:32])[C:20]=3[N:21]=2)=[CH:12][N:11]=1.[C:39](O)(=[O:43])[C@H:40]([CH3:42])[OH:41]. (6) Given the product [CH3:6][C:7]1[C@@H:24]([O:25][C:26]([C@H:28]([OH:44])[C@@H:29]([NH:36][C:37]([O:39][C:40]([CH3:41])([CH3:42])[CH3:43])=[O:38])[C:30]2[CH:31]=[CH:32][CH:33]=[CH:34][CH:35]=2)=[O:27])[CH2:23][C@:19]2([OH:45])[C:20]([CH3:21])([CH3:22])[C:8]=1[C@@H:9]([O:64][CH3:65])[C:10]([C@@:12]1([CH3:63])[C@H:17]([C@@H:18]2[O:46][C:47]([C:49]2[CH:54]=[CH:53][CH:52]=[CH:51][CH:50]=2)=[O:48])[C@:16]2([O:57][C:58]([CH3:60])=[O:59])[CH2:55][O:56][C@@H:15]2[CH2:14][C@@H:13]1[O:61][CH3:62])=[O:11].[NH2:84][CH:76]([CH2:80][CH2:81][CH2:82][CH3:83])[C:66]([O-:68])=[O:67], predict the reactants needed to synthesize it. The reactants are: CS(O)(=O)=O.[CH3:6][C:7]1[C@@H:24]([O:25][C:26]([C@H:28]([OH:44])[C@@H:29]([NH:36][C:37]([O:39][C:40]([CH3:43])([CH3:42])[CH3:41])=[O:38])[C:30]2[CH:31]=[CH:32][CH:33]=[CH:34][CH:35]=2)=[O:27])[CH2:23][C@:19]2([OH:45])[C:20]([CH3:22])([CH3:21])[C:8]=1[C@@H:9]([O:64][CH3:65])[C:10]([C@@:12]1([CH3:63])[C@H:17]([C@@H:18]2[O:46][C:47]([C:49]2[CH:50]=[CH:51][CH:52]=[CH:53][CH:54]=2)=[O:48])[C@:16]2([O:57][C:58]([CH3:60])=[O:59])[CH2:55][O:56][C@@H:15]2[CH2:14][C@@H:13]1[O:61][CH3:62])=[O:11].[C:66]([C:76]([NH2:84])([CH2:80][CH2:81][CH2:82][CH3:83])C([O-])=O)([O:68]CC1C=CC=CC=1)=[O:67].C. (7) Given the product [C:25]1([CH3:36])[CH:26]=[CH:27][C:28]([S:31]([O-:34])(=[O:32])=[O:33])=[CH:29][CH:30]=1.[CH2:1]([N:8]1[C:12](=[O:13])[C:11](=[C:14]2[N:18]([CH3:19])[C:17]3[CH:20]=[CH:21][CH:22]=[CH:23][C:16]=3[S:15]2)[S:10][CH2+:9]1[S:24][CH3:37])[C:2]1[CH:7]=[CH:6][CH:5]=[CH:4][CH:3]=1, predict the reactants needed to synthesize it. The reactants are: [CH2:1]([N:8]1[C:12](=[O:13])[C:11](=[C:14]2[N:18]([CH3:19])[C:17]3[CH:20]=[CH:21][CH:22]=[CH:23][C:16]=3[S:15]2)[S:10][C:9]1=[S:24])[C:2]1[CH:7]=[CH:6][CH:5]=[CH:4][CH:3]=1.[C:25]1([CH3:36])[CH:30]=[CH:29][C:28]([S:31]([O:34]C)(=[O:33])=[O:32])=[CH:27][CH:26]=1.[CH3:37]N(C=O)C.